Predict which catalyst facilitates the given reaction. From a dataset of Catalyst prediction with 721,799 reactions and 888 catalyst types from USPTO. (1) Reactant: [NH2:1][C:2]1[CH:17]=[CH:16][C:5]([O:6][C:7]2[CH:12]=[CH:11][N:10]=[C:9]([C:13]([NH2:15])=[O:14])[CH:8]=2)=[C:4]([F:18])[C:3]=1[F:19].[CH3:20][N:21]1[C:25]([CH3:26])=[C:24]([C:27](O)=[O:28])[C:23](=[O:30])[N:22]1[C:31]1[CH:36]=[CH:35][CH:34]=[CH:33][CH:32]=1.CCN=C=NCCCN(C)C.C1C=NC2N(O)N=NC=2C=1. Product: [CH3:20][N:21]1[C:25]([CH3:26])=[C:24]([C:27]([NH:1][C:2]2[CH:17]=[CH:16][C:5]([O:6][C:7]3[CH:12]=[CH:11][N:10]=[C:9]([C:13]([NH2:15])=[O:14])[CH:8]=3)=[C:4]([F:18])[C:3]=2[F:19])=[O:28])[C:23](=[O:30])[N:22]1[C:31]1[CH:36]=[CH:35][CH:34]=[CH:33][CH:32]=1. The catalyst class is: 2. (2) Reactant: [C:1]([Si:5]([CH3:25])([CH3:24])[O:6][CH2:7][CH2:8][CH:9]=[CH:10][Sn](CCCC)(CCCC)CCCC)([CH3:4])([CH3:3])[CH3:2].OS(C(F)(F)F)(=O)=O.[C:34]([C:36]1[CH:41]=[CH:40][C:39]([C:42]2[CH:47]=[CH:46][CH:45]=[CH:44][CH:43]=2)=[CH:38][CH:37]=1)#[N:35]. Product: [C:1]([Si:5]([CH3:24])([CH3:25])[O:6][CH2:7][CH2:8][CH:9]=[CH:10][C:45]1[CH:44]=[CH:43][C:42]([C:39]2[CH:38]=[CH:37][C:36]([C:34]#[N:35])=[CH:41][CH:40]=2)=[CH:47][CH:46]=1)([CH3:2])([CH3:3])[CH3:4].[NH3:35]. The catalyst class is: 233. (3) Reactant: [Br:1][C:2]1[CH:3]=[C:4]2[C:8](=[CH:9][CH:10]=1)[NH:7][N:6]=[C:5]2[C:11]([O:13][CH3:14])=[O:12].[O:15]1[CH:20]=[CH:19][CH2:18][CH2:17][CH2:16]1.ClC1C(=O)C(C#N)=C(C#N)C(=O)C=1Cl. Product: [Br:1][C:2]1[CH:3]=[C:4]2[C:8](=[CH:9][CH:10]=1)[N:7]([CH:16]1[CH2:17][CH2:18][CH2:19][CH2:20][O:15]1)[N:6]=[C:5]2[C:11]([O:13][CH3:14])=[O:12]. The catalyst class is: 10.